Dataset: Forward reaction prediction with 1.9M reactions from USPTO patents (1976-2016). Task: Predict the product of the given reaction. (1) Given the reactants [CH3:16][C:11]1([CH3:17])[C:12]([CH3:15])([CH3:14])[O:13][B:9]([B:9]2[O:13][C:12]([CH3:15])([CH3:14])[C:11]([CH3:17])([CH3:16])[O:10]2)[O:10]1.C([O-])(=O)C.[K+].I[C:25]1[CH:49]=[CH:48][C:28]([O:29][CH2:30][C:31]2[CH:43]=[CH:42][C:41]([C:44]([F:47])([F:46])[F:45])=[CH:40][C:32]=2[C:33]([O:35][C:36]([CH3:39])([CH3:38])[CH3:37])=[O:34])=[CH:27][CH:26]=1.O, predict the reaction product. The product is: [CH3:15][C:12]1([CH3:14])[C:11]([CH3:16])([CH3:17])[O:10][B:9]([C:25]2[CH:49]=[CH:48][C:28]([O:29][CH2:30][C:31]3[CH:43]=[CH:42][C:41]([C:44]([F:46])([F:47])[F:45])=[CH:40][C:32]=3[C:33]([O:35][C:36]([CH3:39])([CH3:38])[CH3:37])=[O:34])=[CH:27][CH:26]=2)[O:13]1. (2) Given the reactants [CH3:1][C:2]1[CH:9]=[C:8]([CH3:10])[CH:7]=[C:6]([N+:11]([O-:13])=[O:12])[C:3]=1[C:4]#[N:5].OO.CS(C)=[O:18].[OH-].[K+], predict the reaction product. The product is: [CH3:10][C:8]1[CH:9]=[C:2]([CH3:1])[C:3]([C:4]([NH2:5])=[O:18])=[C:6]([N+:11]([O-:13])=[O:12])[CH:7]=1. (3) Given the reactants COC1C=C[C:6]([O:11][CH2:12][O:13]C)=C(C=1)C=O.[CH3:15]SCS(C)=O.[OH-:21].[CH2:22]([N+](C)(C)C)[C:23]1[CH:28]=[CH:27][CH:26]=[CH:25][CH:24]=1.[OH2:33], predict the reaction product. The product is: [OH:21][C:24]1[CH:25]=[CH:26][C:27]([O:33][CH3:15])=[CH:28][C:23]=1[CH2:22][C:12]([O:11][CH3:6])=[O:13]. (4) Given the reactants C([O:3][C:4]([C:6]1[CH:7]=[N:8][N:9]([CH:15]2[CH2:17][CH2:16]2)[C:10]=1[C:11]([F:14])([F:13])[F:12])=[O:5])C.[Li+].[OH-], predict the reaction product. The product is: [CH:15]1([N:9]2[C:10]([C:11]([F:12])([F:13])[F:14])=[C:6]([C:4]([OH:5])=[O:3])[CH:7]=[N:8]2)[CH2:16][CH2:17]1. (5) Given the reactants [NH2:1][C:2](=[O:36])[C:3](=[O:35])[CH:4]([NH:13][C:14](=[O:34])[C:15]1[CH:20]=[CH:19][CH:18]=[N:17][C:16]=1[N:21]1[CH:25]=[CH:24][C:23]([C:26]2[CH:31]=[CH:30][C:29]([Cl:32])=[CH:28][C:27]=2[Cl:33])=[N:22]1)[CH2:5][C:6]1[CH:11]=[CH:10][C:9]([F:12])=[CH:8][CH:7]=1.Br[CH2:38][CH2:39][OH:40].N12CCCN=C1CCCCC2.O, predict the reaction product. The product is: [NH2:1][C:2]([C:3]1([CH:4]([NH:13][C:14](=[O:34])[C:15]2[CH:20]=[CH:19][CH:18]=[N:17][C:16]=2[N:21]2[CH:25]=[CH:24][C:23]([C:26]3[CH:31]=[CH:30][C:29]([Cl:32])=[CH:28][C:27]=3[Cl:33])=[N:22]2)[CH2:5][C:6]2[CH:11]=[CH:10][C:9]([F:12])=[CH:8][CH:7]=2)[O:40][CH2:39][CH2:38][O:35]1)=[O:36]. (6) Given the reactants Cl[C:2]1[CH:3]=[CH:4][C:5]2[N:6]([C:8]([CH2:11][C:12]3[CH:13]=[C:14]4[C:19](=[CH:20][CH:21]=3)[N:18]=[CH:17][CH:16]=[CH:15]4)=[N:9][N:10]=2)[N:7]=1.O1[CH2:26][CH2:25][CH2:24]C1, predict the reaction product. The product is: [CH:24]1([C:2]2[CH:3]=[CH:4][C:5]3[N:6]([C:8]([CH2:11][C:12]4[CH:13]=[C:14]5[C:19](=[CH:20][CH:21]=4)[N:18]=[CH:17][CH:16]=[CH:15]5)=[N:9][N:10]=3)[N:7]=2)[CH2:25][CH2:26]1. (7) Given the reactants [F:1][C:2]1[CH:3]=[C:4]([NH2:15])[CH:5]=[C:6]([F:14])[C:7]=1[N:8]1[CH2:13][CH:12]2[CH:10]([O:11]2)[CH2:9]1.N1C=CC=CC=1.Cl[C:23]([O:25][CH2:26][C:27]1[CH:32]=[CH:31][CH:30]=[CH:29][CH:28]=1)=[O:24], predict the reaction product. The product is: [CH2:26]([O:25][C:23](=[O:24])[NH:15][C:4]1[CH:5]=[C:6]([F:14])[C:7]([N:8]2[CH2:13][CH:12]3[CH:10]([O:11]3)[CH2:9]2)=[C:2]([F:1])[CH:3]=1)[C:27]1[CH:32]=[CH:31][CH:30]=[CH:29][CH:28]=1. (8) Given the reactants [C:1]([C:3]1[CH:4]=[C:5]([NH:10][C:11](=[O:14])[CH2:12][CH3:13])[CH:6]=[C:7]([F:9])[CH:8]=1)#[N:2].O1C2C=CC(CNC3C=C(C=CC=3F)C#N)=CC=2OCC1.[Cl:36][C:37]1[CH:44]=[CH:43][C:40]([CH2:41]Br)=[CH:39][C:38]=1[O:45][C:46]([F:49])([F:48])[F:47], predict the reaction product. The product is: [Cl:36][C:37]1[CH:44]=[CH:43][C:40]([CH2:41][N:10]([C:5]2[CH:6]=[C:7]([F:9])[CH:8]=[C:3]([C:1]#[N:2])[CH:4]=2)[C:11](=[O:14])[CH2:12][CH3:13])=[CH:39][C:38]=1[O:45][C:46]([F:47])([F:49])[F:48]. (9) The product is: [C:35]([C:34]1[CH:37]=[C:30]([C:28]2[O:27][N:26]=[C:25]([C:20]3[CH:19]=[CH:18][CH:17]=[C:16]4[C:21]=3[CH2:22][CH2:23][CH2:24][C@H:15]4[NH:14][C:6]([N:53]3[CH2:54][CH2:55][C@@H:51]([N:50]([CH3:56])[CH3:49])[CH2:52]3)=[O:7])[N:29]=2)[CH:31]=[CH:32][C:33]=1[O:38][CH:39]([CH3:41])[CH3:40])#[N:36]. Given the reactants C1N=CN([C:6](N2C=NC=C2)=[O:7])C=1.Cl.[NH2:14][C@@H:15]1[CH2:24][CH2:23][CH2:22][C:21]2[C:20]([C:25]3[N:29]=[C:28]([C:30]4[CH:31]=[CH:32][C:33]([O:38][CH:39]([CH3:41])[CH3:40])=[C:34]([CH:37]=4)[C:35]#[N:36])[O:27][N:26]=3)=[CH:19][CH:18]=[CH:17][C:16]1=2.CCN(CC)CC.[CH3:49][N:50]([CH3:56])[C@@H:51]1[CH2:55][CH2:54][NH:53][CH2:52]1, predict the reaction product.